Dataset: Reaction yield outcomes from USPTO patents with 853,638 reactions. Task: Predict the reaction yield, written as a fraction of the theoretical maximum amount of product (1.0 means a 100% yield; for example, 0.34 means a 34% yield). (1) The catalyst is CN(C=O)C. The product is [C:9]1(=[O:13])[C:10]2[C:6](=[CH:5][C:4]([O:3][C:15]3[CH:20]=[CH:19][C:18]([N+:21]([O-:23])=[O:22])=[CH:17][CH:16]=3)=[CH:12][CH:11]=2)[CH2:7][NH:8]1. The yield is 0.890. The reactants are [H-].[Na+].[OH:3][C:4]1[CH:5]=[C:6]2[C:10](=[CH:11][CH:12]=1)[C:9](=[O:13])[NH:8][CH2:7]2.F[C:15]1[CH:20]=[CH:19][C:18]([N+:21]([O-:23])=[O:22])=[CH:17][CH:16]=1.O. (2) The reactants are C(OC(=O)/[N:7]=[C:8]1\[N:9]([CH2:29][C:30]2[CH:35]=[CH:34][CH:33]=[CH:32][CH:31]=2)[C:10](=[O:28])[NH:11]\[C:12]\1=[CH:13]/[C:14]1[CH:19]=[CH:18][C:17]([N:20]2[CH:24]=[C:23]([CH3:25])[N:22]=[CH:21]2)=[C:16]([O:26][CH3:27])[CH:15]=1)(C)(C)C.FC(F)(F)C(O)=O. The catalyst is C(Cl)Cl. The product is [CH2:29]([N:9]1[C:8](=[NH:7])/[C:12](=[CH:13]/[C:14]2[CH:19]=[CH:18][C:17]([N:20]3[CH:24]=[C:23]([CH3:25])[N:22]=[CH:21]3)=[C:16]([O:26][CH3:27])[CH:15]=2)/[NH:11][C:10]1=[O:28])[C:30]1[CH:35]=[CH:34][CH:33]=[CH:32][CH:31]=1. The yield is 0.600. (3) The reactants are [CH3:1][N:2]1[C:7](=[O:8])[CH:6]=[CH:5][NH:4][C:3]1=O.F[P-](F)(F)(F)(F)F.N1(O[P+](N(C)C)(N(C)C)N(C)C)C2C=CC=CC=2N=N1.Cl.[OH:38][C@@H:39]1[CH2:43][CH2:42][CH2:41][C@H:40]1[NH2:44].C1CCN2C(=NCCC2)CC1. The catalyst is CN(C=O)C. The product is [OH:38][C@@H:39]1[CH2:43][CH2:42][CH2:41][C@H:40]1[NH:44][C:3]1[N:2]([CH3:1])[C:7](=[O:8])[CH:6]=[CH:5][N:4]=1. The yield is 0.760. (4) The reactants are C([O:3][C:4]1[C:13]2[N:12]=[C:11]([CH3:14])[N:10]=[CH:9][C:8]=2[CH2:7][CH2:6][CH:5]=1)C. The catalyst is C(O)(=O)C.O. The product is [CH3:14][C:11]1[N:10]=[CH:9][C:8]2[CH2:7][CH2:6][CH2:5][C:4](=[O:3])[C:13]=2[N:12]=1. The yield is 0.690. (5) The reactants are [NH2:1][C:2]1[CH:3]=[C:4]([CH:30]=[CH:31][CH:32]=1)[CH2:5][NH:6][C:7]1[CH:12]=[C:11]([NH:13][C:14]2[CH:19]=[CH:18][C:17]([N:20]3[CH2:25][CH2:24][O:23][CH2:22][CH2:21]3)=[CH:16][CH:15]=2)[N:10]=[CH:9][C:8]=1[CH2:26][C:27]([NH2:29])=[O:28].[C:33](OC(=O)C)(=[O:35])[CH3:34].O. The catalyst is N1C=CC=CC=1. The product is [C:33]([NH:1][C:2]1[CH:3]=[C:4]([CH:30]=[CH:31][CH:32]=1)[CH2:5][NH:6][C:7]1[CH:12]=[C:11]([NH:13][C:14]2[CH:15]=[CH:16][C:17]([N:20]3[CH2:25][CH2:24][O:23][CH2:22][CH2:21]3)=[CH:18][CH:19]=2)[N:10]=[CH:9][C:8]=1[CH2:26][C:27]([NH2:29])=[O:28])(=[O:35])[CH3:34]. The yield is 0.110. (6) The reactants are [C:1]1([C:7]2[O:11][C:10]([C:12]3[C:13]([NH:24]C(=O)OC(C)(C)C)=[N:14][CH:15]=[C:16]([N:18]4[CH2:23][CH2:22][NH:21][CH2:20][CH2:19]4)[N:17]=3)=[N:9][N:8]=2)[CH:6]=[CH:5][CH:4]=[CH:3][CH:2]=1.C(O)(C(F)(F)F)=O. The catalyst is C(Cl)Cl. The product is [C:1]1([C:7]2[O:11][C:10]([C:12]3[C:13]([NH2:24])=[N:14][CH:15]=[C:16]([N:18]4[CH2:23][CH2:22][NH:21][CH2:20][CH2:19]4)[N:17]=3)=[N:9][N:8]=2)[CH:2]=[CH:3][CH:4]=[CH:5][CH:6]=1. The yield is 0.820. (7) The reactants are [CH3:1][CH:2]([CH2:4][CH2:5][CH2:6][C@H:7]([C@@H:9]1[C@:26]2([CH3:27])[C@H:12]([C@H:13]3[C@H:23]([CH2:24][CH2:25]2)[C@:21]2([CH3:22])[C:16]([CH2:17][C@@H:18]([NH:28]CCCNC(=O)CCNC(=O)CCNC(=O)CCCCCNC4C=CC([N+]([O-])=O)=CC=4[N+]([O-])=O)[CH2:19][CH2:20]2)=[CH:15][CH2:14]3)[CH2:11][CH2:10]1)[CH3:8])[CH3:3].Br[CH2:64][CH2:65][CH2:66][CH2:67][C:68]([O:70][CH2:71][CH3:72])=[O:69].C([O-])([O-])=O.[K+].[K+].CC(OC(O[C:87]([O:89][C:90]([CH3:93])([CH3:92])[CH3:91])=[O:88])=O)(C)C.CCN(C(C)C)C(C)C. The catalyst is CN(C=O)C. The product is [C:90]([O:89][C:87]([N:28]([C@H:18]1[CH2:19][CH2:20][C@@:21]2([CH3:22])[C:16](=[CH:15][CH2:14][C@@H:13]3[C@@H:23]2[CH2:24][CH2:25][C@@:26]2([CH3:27])[C@H:12]3[CH2:11][CH2:10][C@@H:9]2[C@H:7]([CH3:8])[CH2:6][CH2:5][CH2:4][CH:2]([CH3:3])[CH3:1])[CH2:17]1)[CH2:64][CH2:65][CH2:66][CH2:67][C:68]([O:70][CH2:71][CH3:72])=[O:69])=[O:88])([CH3:91])([CH3:92])[CH3:93]. The yield is 0.680.